This data is from Forward reaction prediction with 1.9M reactions from USPTO patents (1976-2016). The task is: Predict the product of the given reaction. (1) Given the reactants [CH2:1]([NH:8][S:9]([CH2:12][C:13]1[CH:26]=[CH:25][C:16]([CH2:17][C:18]2[CH:23]=[CH:22][C:21]([NH2:24])=[CH:20][CH:19]=2)=[CH:15][CH:14]=1)(=[O:11])=[O:10])[C:2]1[CH:7]=[CH:6][CH:5]=[CH:4][CH:3]=1.Cl[C:28]1[NH:29][CH2:30][CH2:31][N:32]=1.C(=O)([O-])[O-].[K+].[K+], predict the reaction product. The product is: [CH2:1]([NH:8][S:9]([CH2:12][C:13]1[CH:14]=[CH:15][C:16]([CH2:17][C:18]2[CH:19]=[CH:20][C:21]([NH:24][C:28]3[NH:32][CH2:31][CH2:30][N:29]=3)=[CH:22][CH:23]=2)=[CH:25][CH:26]=1)(=[O:11])=[O:10])[C:2]1[CH:3]=[CH:4][CH:5]=[CH:6][CH:7]=1. (2) Given the reactants [H-].[Na+].[OH:3][CH:4]([CH:10]([C:17]1[CH:22]=[CH:21][CH:20]=[CH:19][CH:18]=1)[C:11]1[CH:16]=[CH:15][CH:14]=[CH:13][CH:12]=1)[C:5]([O:7][CH2:8][CH3:9])=[O:6].[CH2:23](Br)[C:24]1[CH:29]=[CH:28][CH:27]=[CH:26][CH:25]=1, predict the reaction product. The product is: [CH2:23]([O:3][CH:4]([CH:10]([C:17]1[CH:18]=[CH:19][CH:20]=[CH:21][CH:22]=1)[C:11]1[CH:12]=[CH:13][CH:14]=[CH:15][CH:16]=1)[C:5]([O:7][CH2:8][CH3:9])=[O:6])[C:24]1[CH:29]=[CH:28][CH:27]=[CH:26][CH:25]=1. (3) The product is: [C:2]([CH:4]1[CH2:9][CH2:8][CH2:7][CH2:6][N:5]1[C:18]([C:16]1[N:17]=[C:13]([CH3:12])[S:14][C:15]=1[C:21]1[CH:22]=[CH:23][CH:24]=[CH:25][CH:26]=1)=[O:19])#[CH:3]. Given the reactants Cl.[C:2]([CH:4]1[CH2:9][CH2:8][CH2:7][CH2:6][NH:5]1)#[CH:3].[OH-].[Na+].[CH3:12][C:13]1[S:14][C:15]([C:21]2[CH:26]=[CH:25][CH:24]=[CH:23][CH:22]=2)=[C:16]([C:18](Cl)=[O:19])[N:17]=1, predict the reaction product. (4) Given the reactants [O:1]([C:8]1[CH:13]=[CH:12][C:11]([NH:14][CH:15]([C:19]2[CH:24]=[CH:23][CH:22]=[CH:21][CH:20]=2)[C:16](O)=[O:17])=[CH:10][CH:9]=1)[C:2]1[CH:7]=[CH:6][CH:5]=[CH:4][CH:3]=1.[C:25]1([N:31]=[C:32]=[S:33])[CH:30]=[CH:29][CH:28]=[CH:27][CH:26]=1, predict the reaction product. The product is: [C:25]1([N:31]2[C:16](=[O:17])[CH:15]([C:19]3[CH:24]=[CH:23][CH:22]=[CH:21][CH:20]=3)[N:14]([C:11]3[CH:12]=[CH:13][C:8]([O:1][C:2]4[CH:3]=[CH:4][CH:5]=[CH:6][CH:7]=4)=[CH:9][CH:10]=3)[C:32]2=[S:33])[CH:30]=[CH:29][CH:28]=[CH:27][CH:26]=1. (5) Given the reactants [C:1]([O:4][BH-](OC(=O)C)OC(=O)C)(=O)[CH3:2].[Na+].[CH3:15][O:16][C:17]1C(C)=[CH:21][N:20]=[C:19]([CH2:24][N:25]2[N:53]=[C:29]3[CH2:30][C:31](=O)[C:32]4[CH2:33][S:34][N:35]=[C:36]([N:37](C(OC(C)(C)C)=O)C(OC(C)(C)C)=O)[C:27]([C:28]=43)=[N:26]2)[C:18]=1[CH3:54].Cl[CH:56](Cl)[CH3:57].[CH3:59][NH2:60].[OH-].[Na+], predict the reaction product. The product is: [NH2:37][C:36]1[C:27]2[C:28]3[C:29](=[N:53][N:25]([CH2:24][C:19]4[C:18]([CH3:54])=[C:17]([O:16][CH3:15])[C:56]([CH3:57])=[CH:21][N:20]=4)[N:26]=2)[CH2:30][CH:31]([N:60]([CH3:59])[C:1](=[O:4])[CH3:2])[C:32]=3[CH2:33][S:34][N:35]=1.